This data is from Catalyst prediction with 721,799 reactions and 888 catalyst types from USPTO. The task is: Predict which catalyst facilitates the given reaction. Reactant: [OH:1][NH:2][CH:3]([CH:35]([CH3:37])[CH3:36])[CH2:4][S:5]([C:8]1[CH:13]=[CH:12][C:11]([C:14]2[CH:19]=[CH:18][CH:17]=[C:16]([CH2:20][NH:21][C:22]([C:24]3[NH:33][C:32](=[O:34])[C:31]4[C:26](=[CH:27][CH:28]=[CH:29][CH:30]=4)[N:25]=3)=[O:23])[CH:15]=2)=[CH:10][CH:9]=1)(=[O:7])=[O:6].C([N:41]([CH2:45]C)C(C)C)(C)C.ClC(Cl)([O:50]C(=O)OC(Cl)(Cl)Cl)Cl.N. Product: [NH2:41][C:45]([N:2]([OH:1])[CH:3]([CH:35]([CH3:37])[CH3:36])[CH2:4][S:5]([C:8]1[CH:9]=[CH:10][C:11]([C:14]2[CH:19]=[CH:18][CH:17]=[C:16]([CH2:20][NH:21][C:22]([C:24]3[NH:33][C:32](=[O:34])[C:31]4[C:26](=[CH:27][CH:28]=[CH:29][CH:30]=4)[N:25]=3)=[O:23])[CH:15]=2)=[CH:12][CH:13]=1)(=[O:6])=[O:7])=[O:50]. The catalyst class is: 1.